This data is from Reaction yield outcomes from USPTO patents with 853,638 reactions. The task is: Predict the reaction yield, written as a fraction of the theoretical maximum amount of product (1.0 means a 100% yield; for example, 0.34 means a 34% yield). (1) The reactants are [F:1][C:2]([F:19])([F:18])[C:3]1[CH:4]=[CH:5][CH:6]=[C:7]2[C:12]=1[N:11]=[CH:10][CH:9]=[C:8]2[O:13][CH2:14][C:15]([OH:17])=O.C(Cl)(=O)C(Cl)=O.[CH:26]1[C:31]([NH2:32])=[CH:30][CH:29]=[C:28]([S:33]([NH:36][C:37]2[S:41][CH:40]=[CH:39][N:38]=2)(=[O:35])=[O:34])[CH:27]=1.N1C=CC=CC=1. The catalyst is C(Cl)Cl. The product is [S:41]1[CH:40]=[CH:39][N:38]=[C:37]1[NH:36][S:33]([C:28]1[CH:27]=[CH:26][C:31]([NH:32][C:15](=[O:17])[CH2:14][O:13][C:8]2[C:7]3[C:12](=[C:3]([C:2]([F:1])([F:19])[F:18])[CH:4]=[CH:5][CH:6]=3)[N:11]=[CH:10][CH:9]=2)=[CH:30][CH:29]=1)(=[O:35])=[O:34]. The yield is 0.690. (2) The reactants are [C:1]([O:5][C:6]([N:8]1[CH2:12][CH2:11][CH:10]([OH:13])[CH:9]1[CH2:14][C:15]1[C:23]2[C:18](=[CH:19][CH:20]=[CH:21][CH:22]=2)[NH:17][CH:16]=1)=[O:7])([CH3:4])([CH3:3])[CH3:2].[CH3:24][C:25](OC(C)=O)=[O:26]. The catalyst is C(Cl)Cl.CN(C1C=CN=CC=1)C. The product is [C:1]([O:5][C:6]([N:8]1[CH2:12][CH2:11][CH:10]([O:13][C:25](=[O:26])[CH3:24])[CH:9]1[CH2:14][C:15]1[C:23]2[C:18](=[CH:19][CH:20]=[CH:21][CH:22]=2)[NH:17][CH:16]=1)=[O:7])([CH3:4])([CH3:2])[CH3:3]. The yield is 0.520. (3) The reactants are Cl.C(OC([N:9]1[CH2:14][CH2:13][CH:12]([C:15]2[N:16]([CH3:31])[CH:17]=[C:18]([C:20]3[CH:25]=[CH:24][C:23]([F:26])=[C:22]([C:27]([F:30])([F:29])[F:28])[CH:21]=3)[N:19]=2)[CH2:11][CH2:10]1)=O)(C)(C)C.Cl[C:33]1[N:38]=[CH:37][N:36]=[C:35]2[NH:39][N:40]=[CH:41][C:34]=12.C(N(CC)CC)C. The catalyst is ClCCl. The product is [F:26][C:23]1[CH:24]=[CH:25][C:20]([C:18]2[NH:19][CH:15]([CH:12]3[CH2:11][CH2:10][N:9]([C:33]4[N:38]=[CH:37][N:36]=[C:35]5[NH:39][N:40]=[CH:41][C:34]=45)[CH2:14][CH2:13]3)[N:16]([CH3:31])[CH:17]=2)=[CH:21][C:22]=1[C:27]([F:29])([F:28])[F:30]. The yield is 0.927. (4) The reactants are [F:1][C:2]1[CH:42]=[CH:41][C:5]([CH2:6][O:7][CH2:8][C:9]([NH:11][CH2:12][C:13]#[C:14][C:15]2[CH:20]=[CH:19][C:18]([S:21]([NH:24][C:25]3[CH:30]=[CH:29][C:28]([NH:31][C:32](=[O:38])[O:33][C:34]([CH3:37])([CH3:36])[CH3:35])=[C:27]([O:39][CH3:40])[CH:26]=3)(=[O:23])=[O:22])=[CH:17][CH:16]=2)=[O:10])=[CH:4][CH:3]=1. The catalyst is CO.[Pd]. The product is [F:1][C:2]1[CH:3]=[CH:4][C:5]([CH2:6][O:7][CH2:8][C:9]([NH:11][CH2:12][CH2:13][CH2:14][C:15]2[CH:20]=[CH:19][C:18]([S:21]([NH:24][C:25]3[CH:30]=[CH:29][C:28]([NH:31][C:32](=[O:38])[O:33][C:34]([CH3:37])([CH3:36])[CH3:35])=[C:27]([O:39][CH3:40])[CH:26]=3)(=[O:22])=[O:23])=[CH:17][CH:16]=2)=[O:10])=[CH:41][CH:42]=1. The yield is 0.680. (5) The reactants are C1(OC2C=CC=CC=2)C=CC=CC=1.CO[C:16](=[O:31])[CH:17]=[C:18]([NH:20][C:21]1[CH:26]=[CH:25][C:24]([NH:27][C:28](=[O:30])[CH3:29])=[CH:23][CH:22]=1)[CH3:19]. No catalyst specified. The product is [OH:31][C:16]1[C:22]2[C:21](=[CH:26][CH:25]=[C:24]([NH:27][C:28](=[O:30])[CH3:29])[CH:23]=2)[N:20]=[C:18]([CH3:19])[CH:17]=1. The yield is 0.880. (6) The reactants are [Br:1][C:2]1[CH:3]=[C:4]([N:9]2[C:13](=[O:14])[O:12][N:11]=[C:10]2[C:15]2[C:16]([NH:20][C:21](=[O:26])[C:22]([F:25])([F:24])[F:23])=[N:17][O:18][N:19]=2)[CH:5]=[CH:6][C:7]=1[F:8].[CH2:27]([OH:34])[C:28]1[CH:33]=[CH:32][CH:31]=[N:30][CH:29]=1.C1(P(C2C=CC=CC=2)C2C=CC=CC=2)C=CC=CC=1.N(C(OC(C)C)=O)=NC(OC(C)C)=O. The catalyst is O1CCCC1. The product is [F:23][C:22]([F:25])([F:24])[C:21]([OH:26])=[O:34].[Br:1][C:2]1[CH:3]=[C:4]([N:9]2[C:13](=[O:14])[O:12][N:11]=[C:10]2[C:15]2[C:16]([NH:20][CH2:27][C:28]3[CH:29]=[N:30][CH:31]=[CH:32][CH:33]=3)=[N:17][O:18][N:19]=2)[CH:5]=[CH:6][C:7]=1[F:8]. The yield is 0.0600. (7) The reactants are [NH2:1][C:2]1[N:7]=[CH:6][N:5]=[C:4]2[N:8]([CH:12]([C:14]3[CH:21]=[C:20]([Cl:22])[C:17]([C:18]#[N:19])=[C:16](Br)[C:15]=3[O:24][CH2:25][CH3:26])[CH3:13])[N:9]=[C:10]([CH3:11])[C:3]=12.[CH3:27][S:28]([C:31]1[CH:32]=[N:33][CH:34]=[C:35](B2OC(C)(C)C(C)(C)O2)[CH:36]=1)(=[O:30])=[O:29].C(#N)C.C(=O)([O-])[O-].[Na+].[Na+].O.ClCCl. No catalyst specified. The product is [NH2:1][C:2]1[N:7]=[CH:6][N:5]=[C:4]2[N:8]([CH:12]([C:14]3[CH:21]=[C:20]([Cl:22])[C:17]([C:18]#[N:19])=[C:16]([C:35]4[CH:34]=[N:33][CH:32]=[C:31]([S:28]([CH3:27])(=[O:30])=[O:29])[CH:36]=4)[C:15]=3[O:24][CH2:25][CH3:26])[CH3:13])[N:9]=[C:10]([CH3:11])[C:3]=12. The yield is 0.200.